From a dataset of Forward reaction prediction with 1.9M reactions from USPTO patents (1976-2016). Predict the product of the given reaction. Given the reactants C(O)(=O)C.[NH2:5][CH:6]([C:9]1[CH:14]=[CH:13][C:12]([O:15][CH3:16])=[C:11]([O:17][CH2:18][CH3:19])[CH:10]=1)[C:7]#[N:8].[C:20]([NH:23][C:24]1[CH:34]=[CH:33][CH:32]=[C:26]2[C:27]([O:29][C:30](=O)[C:25]=12)=[O:28])(=[O:22])[CH3:21], predict the reaction product. The product is: [C:7]([CH:6]([C:9]1[CH:14]=[CH:13][C:12]([O:15][CH3:16])=[C:11]([O:17][CH2:18][CH3:19])[CH:10]=1)[N:5]1[C:30](=[O:29])[C:25]2[C:26](=[CH:32][CH:33]=[CH:34][C:24]=2[NH:23][C:20](=[O:22])[CH3:21])[C:27]1=[O:28])#[N:8].